The task is: Predict the reactants needed to synthesize the given product.. This data is from Full USPTO retrosynthesis dataset with 1.9M reactions from patents (1976-2016). (1) Given the product [F:1][C:2]1[CH:7]=[CH:6][CH:5]=[CH:4][C:3]=1[NH:8][C:9]([C@H:11]1[N:19]([C:20](=[O:39])[C@@H:21]([NH:25][C:26](=[O:38])[C@@H:27]([NH:29][CH3:30])[CH3:28])[CH:22]([CH3:23])[CH3:24])[C:14]2=[N:15][CH:16]=[CH:17][CH:18]=[C:13]2[CH2:12]1)=[O:10], predict the reactants needed to synthesize it. The reactants are: [F:1][C:2]1[CH:7]=[CH:6][CH:5]=[CH:4][C:3]=1[NH:8][C:9]([C@H:11]1[N:19]([C:20](=[O:39])[C@@H:21]([NH:25][C:26](=[O:38])[C@@H:27]([N:29](C)[C:30](=O)OC(C)(C)C)[CH3:28])[CH:22]([CH3:24])[CH3:23])[C:14]2=[N:15][CH:16]=[CH:17][CH:18]=[C:13]2[CH2:12]1)=[O:10].C(O)(C(F)(F)F)=O. (2) The reactants are: [CH:1]1([C:4]([NH:6][C:7]2[N:8]=[C:9]3[CH:14]=[CH:13][C:12]([O:15][C:16]4[CH:17]=[C:18]([CH:22]=[CH:23][CH:24]=4)[C:19](O)=[O:20])=[N:11][N:10]3[CH:25]=2)=[O:5])[CH2:3][CH2:2]1.C(Cl)(=O)C(Cl)=O.O1CCCC1.[F:37][C:38]([F:47])([F:46])[C:39]1[CH:40]=[C:41]([CH:43]=[CH:44][CH:45]=1)[NH2:42]. Given the product [CH:1]1([C:4]([NH:6][C:7]2[N:8]=[C:9]3[CH:14]=[CH:13][C:12]([O:15][C:16]4[CH:17]=[C:18]([CH:22]=[CH:23][CH:24]=4)[C:19]([NH:42][C:41]4[CH:43]=[CH:44][CH:45]=[C:39]([C:38]([F:37])([F:46])[F:47])[CH:40]=4)=[O:20])=[N:11][N:10]3[CH:25]=2)=[O:5])[CH2:3][CH2:2]1, predict the reactants needed to synthesize it. (3) Given the product [CH:9]([OH:11])=[O:86].[C:9]([N:12]1[C:21]2[C:16](=[CH:17][C:18]([C:22]3[CH:27]=[CH:26][C:25]([CH2:28][N:29]4[CH2:34][CH2:33][CH2:32][CH2:31][CH2:30]4)=[CH:24][CH:23]=3)=[CH:19][CH:20]=2)[C@H:15]([NH:35][C:2]2[CH:7]=[CH:6][C:5]([CH3:8])=[CH:4][N:3]=2)[CH2:14][C@@H:13]1[CH3:36])(=[O:11])[CH3:10], predict the reactants needed to synthesize it. The reactants are: Cl[C:2]1[CH:7]=[CH:6][C:5]([CH3:8])=[CH:4][N:3]=1.[C:9]([N:12]1[C:21]2[C:16](=[CH:17][C:18]([C:22]3[CH:27]=[CH:26][C:25]([CH2:28][N:29]4[CH2:34][CH2:33][CH2:32][CH2:31][CH2:30]4)=[CH:24][CH:23]=3)=[CH:19][CH:20]=2)[C@H:15]([NH2:35])[CH2:14][C@@H:13]1[CH3:36])(=[O:11])[CH3:10].C1C=CC(P(C2C(C3C(P(C4C=CC=CC=4)C4C=CC=CC=4)=CC=C4C=3C=CC=C4)=C3C(C=CC=C3)=CC=2)C2C=CC=CC=2)=CC=1.CC(C)([O-:86])C.[Na+]. (4) Given the product [Br:22][C:23]1[CH:24]=[C:25]([C:26](=[O:27])[CH2:21][C:19]2[CH:18]=[CH:17][N:16]=[C:15]([S:14][CH3:13])[N:20]=2)[CH:32]=[CH:33][CH:34]=1, predict the reactants needed to synthesize it. The reactants are: C(NC(C)C)(C)C.C([Li])CCC.[CH3:13][S:14][C:15]1[N:20]=[C:19]([CH3:21])[CH:18]=[CH:17][N:16]=1.[Br:22][C:23]1[CH:24]=[C:25]([CH:32]=[CH:33][CH:34]=1)[C:26](N(OC)C)=[O:27]. (5) Given the product [NH2:21][CH:18]1[CH2:17][CH2:16][N:15]([CH2:14][CH2:13][N:10]2[C:11]3[C:6](=[N:5][CH:4]=[C:3]([O:2][CH3:1])[CH:12]=3)[CH:7]=[CH:8][C:9]2=[O:29])[CH2:20][CH2:19]1, predict the reactants needed to synthesize it. The reactants are: [CH3:1][O:2][C:3]1[CH:12]=[C:11]2[C:6]([CH:7]=[CH:8][C:9](=[O:29])[N:10]2[CH2:13][CH2:14][N:15]2[CH2:20][CH2:19][CH:18]([NH:21]C(=O)OC(C)(C)C)[CH2:17][CH2:16]2)=[N:5][CH:4]=1. (6) Given the product [O:30]=[S:26]1(=[O:31])[CH2:27][CH2:28][CH2:29][N:25]1[C:4]1[CH:3]=[C:2]([N:35]2[CH2:34][C:33]([CH3:39])([CH3:32])[O:37][C:36]2=[O:38])[CH:7]=[CH:6][C:5]=1[C:8]([N:10]1[CH2:15][CH2:14][N:13]([C:16]2[C:21]([CH3:22])=[CH:20][C:19]([CH2:23][CH3:24])=[CH:18][N:17]=2)[CH2:12][CH2:11]1)=[O:9], predict the reactants needed to synthesize it. The reactants are: Br[C:2]1[CH:7]=[CH:6][C:5]([C:8]([N:10]2[CH2:15][CH2:14][N:13]([C:16]3[C:21]([CH3:22])=[CH:20][C:19]([CH2:23][CH3:24])=[CH:18][N:17]=3)[CH2:12][CH2:11]2)=[O:9])=[C:4]([N:25]2[CH2:29][CH2:28][CH2:27][S:26]2(=[O:31])=[O:30])[CH:3]=1.[CH3:32][C:33]1([CH3:39])[O:37][C:36](=[O:38])[N:35]=[CH:34]1. (7) Given the product [OH:33][CH2:32][C:31]([CH3:40])([C:34]1[CH:35]=[CH:36][CH:37]=[CH:38][CH:39]=1)[CH2:30][CH2:29][CH2:28][CH2:27][CH2:26][NH:25][C:2]([NH:1][CH2:4][CH2:5][CH2:6][CH2:7][CH2:8][C:9]([C:18]1[CH:19]=[CH:20][CH:21]=[CH:22][CH:23]=1)([CH3:24])[CH2:10][OH:11])=[O:3], predict the reactants needed to synthesize it. The reactants are: [N:1]([CH2:4][CH2:5][CH2:6][CH2:7][CH2:8][C:9]([CH3:24])([C:18]1[CH:23]=[CH:22][CH:21]=[CH:20][CH:19]=1)[CH2:10][O:11]C1CCCCO1)=[C:2]=[O:3].[NH2:25][CH2:26][CH2:27][CH2:28][CH2:29][CH2:30][C:31]([CH3:40])([C:34]1[CH:39]=[CH:38][CH:37]=[CH:36][CH:35]=1)[CH2:32][OH:33].